This data is from Forward reaction prediction with 1.9M reactions from USPTO patents (1976-2016). The task is: Predict the product of the given reaction. (1) Given the reactants C1([OH:7])C=CC=CC=1.[C:8]1([CH:14]([CH3:16])[CH3:15])[CH:13]=[CH:12][CH:11]=[CH:10][CH:9]=1.[O-]O.[C:19]1([CH:25]([CH3:27])[CH3:26])[CH:24]=[CH:23][CH:22]=[CH:21][CH:20]=1, predict the reaction product. The product is: [C:8]1([CH:14]([CH3:16])[CH3:15])[CH:13]=[CH:12][CH:11]=[CH:10][CH:9]=1.[CH3:26][C:25]([CH3:27])([C:19]1[CH:24]=[CH:23][CH:22]=[CH:21][CH:20]=1)[OH:7].[C:14]([C:8]1[CH:13]=[CH:12][CH:11]=[CH:10][CH:9]=1)(=[O:7])[CH3:16]. (2) The product is: [OH:18][CH:19]1[CH2:22][N:21]([C:23]2[S:24][CH:25]=[C:26]([C:28](=[O:51])[NH:29][C@@H:30]([CH3:50])[CH2:31][OH:32])[N:27]=2)[CH2:20]1. Given the reactants [Si]([O:18][CH:19]1[CH2:22][N:21]([C:23]2[S:24][CH:25]=[C:26]([C:28](=[O:51])[NH:29][C@@H:30]([CH3:50])[CH2:31][O:32][Si](C(C)(C)C)(C3C=CC=CC=3)C3C=CC=CC=3)[N:27]=2)[CH2:20]1)(C(C)(C)C)(C1C=CC=CC=1)C1C=CC=CC=1.[F-].C([N+](CCCC)(CCCC)CCCC)CCC, predict the reaction product. (3) Given the reactants [CH3:1][O:2][C:3](=[O:38])[C:4]1[CH:9]=[CH:8][C:7]([CH2:10][N:11]2[CH:15]=[C:14]([C:16]3[CH:21]=[CH:20][C:19]([Cl:22])=[CH:18][C:17]=3[Cl:23])[N:13]=[C:12]2[CH2:24][C:25]2[CH:30]=[CH:29][C:28]([C:31]3[CH:36]=[CH:35][CH:34]=[C:33]([NH2:37])[CH:32]=3)=[CH:27][CH:26]=2)=[CH:6][CH:5]=1.[F:39][C:40]([F:53])([F:52])[S:41](O[S:41]([C:40]([F:53])([F:52])[F:39])(=[O:43])=[O:42])(=[O:43])=[O:42], predict the reaction product. The product is: [CH3:1][O:2][C:3](=[O:38])[C:4]1[CH:9]=[CH:8][C:7]([CH2:10][N:11]2[CH:15]=[C:14]([C:16]3[CH:21]=[CH:20][C:19]([Cl:22])=[CH:18][C:17]=3[Cl:23])[N:13]=[C:12]2[CH2:24][C:25]2[CH:30]=[CH:29][C:28]([C:31]3[CH:36]=[CH:35][CH:34]=[C:33]([NH:37][S:41]([C:40]([F:53])([F:52])[F:39])(=[O:43])=[O:42])[CH:32]=3)=[CH:27][CH:26]=2)=[CH:6][CH:5]=1.